The task is: Regression. Given two drug SMILES strings and cell line genomic features, predict the synergy score measuring deviation from expected non-interaction effect.. This data is from NCI-60 drug combinations with 297,098 pairs across 59 cell lines. (1) Drug 1: CC12CCC3C(C1CCC2=O)CC(=C)C4=CC(=O)C=CC34C. Drug 2: CC1=C2C(C(=O)C3(C(CC4C(C3C(C(C2(C)C)(CC1OC(=O)C(C(C5=CC=CC=C5)NC(=O)OC(C)(C)C)O)O)OC(=O)C6=CC=CC=C6)(CO4)OC(=O)C)O)C)O. Cell line: IGROV1. Synergy scores: CSS=28.8, Synergy_ZIP=-4.34, Synergy_Bliss=-3.15, Synergy_Loewe=-12.8, Synergy_HSA=-1.05. (2) Drug 1: CCC1=C2CN3C(=CC4=C(C3=O)COC(=O)C4(CC)O)C2=NC5=C1C=C(C=C5)O. Drug 2: CC(C)(C#N)C1=CC(=CC(=C1)CN2C=NC=N2)C(C)(C)C#N. Cell line: BT-549. Synergy scores: CSS=16.9, Synergy_ZIP=-3.10, Synergy_Bliss=0.262, Synergy_Loewe=-17.2, Synergy_HSA=0.748. (3) Drug 1: CS(=O)(=O)C1=CC(=C(C=C1)C(=O)NC2=CC(=C(C=C2)Cl)C3=CC=CC=N3)Cl. Drug 2: CC1=CC=C(C=C1)C2=CC(=NN2C3=CC=C(C=C3)S(=O)(=O)N)C(F)(F)F. Cell line: SF-295. Synergy scores: CSS=3.78, Synergy_ZIP=-1.12, Synergy_Bliss=0.203, Synergy_Loewe=0.744, Synergy_HSA=0.891.